Dataset: Catalyst prediction with 721,799 reactions and 888 catalyst types from USPTO. Task: Predict which catalyst facilitates the given reaction. (1) Reactant: [ClH:1].[C:2]([C:6]1[CH:11]=[CH:10][C:9](/[CH:12]=[CH:13]/[CH:14]=[CH:15]/[C:16]([N:18]2[CH2:23][CH2:22][N:21]([CH2:24][CH2:25][CH2:26][N:27]3[CH2:32][CH2:31][N:30]([C:33](=[O:50])/[CH:34]=[CH:35]/[CH:36]=[CH:37]/[C:38]4[CH:43]=[CH:42][C:41]([C:44]([CH3:47])([CH3:46])[CH3:45])=[CH:40][C:39]=4[O:48][CH3:49])[CH2:29][CH2:28]3)[CH2:20][CH2:19]2)=[O:17])=[C:8]([O:51][CH3:52])[CH:7]=1)([CH3:5])([CH3:4])[CH3:3]. Product: [ClH:1].[ClH:1].[C:2]([C:6]1[CH:11]=[CH:10][C:9](/[CH:12]=[CH:13]/[CH:14]=[CH:15]/[C:16]([N:18]2[CH2:19][CH2:20][N:21]([CH2:24][CH2:25][CH2:26][N:27]3[CH2:32][CH2:31][N:30]([C:33](=[O:50])/[CH:34]=[CH:35]/[CH:36]=[CH:37]/[C:38]4[CH:43]=[CH:42][C:41]([C:44]([CH3:45])([CH3:47])[CH3:46])=[CH:40][C:39]=4[O:48][CH3:49])[CH2:29][CH2:28]3)[CH2:22][CH2:23]2)=[O:17])=[C:8]([O:51][CH3:52])[CH:7]=1)([CH3:3])([CH3:4])[CH3:5]. The catalyst class is: 8. (2) Reactant: [CH3:1][C:2]1[N:7]=[CH:6][C:5]([CH2:8][C:9]([OH:11])=O)=[CH:4][CH:3]=1.CN(C(ON1N=NC2C=CC=NC1=2)=[N+](C)C)C.F[P-](F)(F)(F)(F)F.C(N(C(C)C)C(C)C)C.[O:45]1[CH2:50][CH2:49][O:48][CH2:47][CH:46]1[C:51]1[C:59]2[S:58][C:57]([NH2:60])=[N:56][C:55]=2[C:54]([O:61][CH3:62])=[CH:53][CH:52]=1. Product: [O:45]1[CH2:50][CH2:49][O:48][CH2:47][CH:46]1[C:51]1[C:59]2[S:58][C:57]([NH:60][C:9](=[O:11])[CH2:8][C:5]3[CH:6]=[N:7][C:2]([CH3:1])=[CH:3][CH:4]=3)=[N:56][C:55]=2[C:54]([O:61][CH3:62])=[CH:53][CH:52]=1. The catalyst class is: 1. (3) Reactant: C[O:2][C:3](=O)[CH2:4][C:5]1[N:6]=[C:7]([C:13]2[CH:18]=[CH:17][C:16]([C:19]([F:22])([F:21])[F:20])=[CH:15][CH:14]=2)[S:8][C:9]=1[CH2:10][CH2:11][CH3:12].[H-].[Al+3].[Li+].[H-].[H-].[H-]. Product: [CH2:10]([C:9]1[S:8][C:7]([C:13]2[CH:14]=[CH:15][C:16]([C:19]([F:20])([F:22])[F:21])=[CH:17][CH:18]=2)=[N:6][C:5]=1[CH2:4][CH2:3][OH:2])[CH2:11][CH3:12]. The catalyst class is: 7. (4) Reactant: [CH2:1]([O:17][CH2:18][CH2:19][CH2:20][OH:21])[CH2:2][CH2:3][CH2:4][CH2:5][CH2:6][CH2:7][CH2:8][CH2:9][CH2:10][CH2:11][CH2:12][CH2:13][CH2:14][CH:15]=[CH2:16].CCN(CC)CC.[CH3:29][S:30](Cl)(=[O:32])=[O:31]. Product: [CH2:1]([O:17][CH2:18][CH2:19][CH2:20][O:21][S:30]([CH3:29])(=[O:32])=[O:31])[CH2:2][CH2:3][CH2:4][CH2:5][CH2:6][CH2:7][CH2:8][CH2:9][CH2:10][CH2:11][CH2:12][CH2:13][CH2:14][CH:15]=[CH2:16]. The catalyst class is: 79. (5) Reactant: Br[C:2]1[CH:3]=[N:4][C:5]([O:8][CH3:9])=[N:6][CH:7]=1.[O:10]1[C:14]2([CH2:19][CH2:18][C:17](=[O:20])[CH2:16][CH2:15]2)[O:13][CH2:12][CH2:11]1. Product: [CH3:9][O:8][C:5]1[N:4]=[CH:3][C:2]([C:17]2([OH:20])[CH2:18][CH2:19][C:14]3([O:13][CH2:12][CH2:11][O:10]3)[CH2:15][CH2:16]2)=[CH:7][N:6]=1. The catalyst class is: 28.